From a dataset of Forward reaction prediction with 1.9M reactions from USPTO patents (1976-2016). Predict the product of the given reaction. (1) Given the reactants Cl.[F:2][C:3]1[CH:8]=[C:7]([C:9]2[CH:17]=[C:16]3[C:12]([CH:13]=[N:14][N:15]3[CH3:18])=[CH:11][CH:10]=2)[CH:6]=[C:5]([F:19])[C:4]=1[C:20]([N:22]1[CH2:27][CH2:26][NH:25][CH2:24][CH2:23]1)=[O:21].[OH:28][C:29]1([C:32](O)=[O:33])[CH2:31][CH2:30]1.CN(C(ON1N=NC2C=CC=CC1=2)=[N+](C)C)C.F[P-](F)(F)(F)(F)F.CCN(C(C)C)C(C)C.C(=O)(O)[O-].[Na+], predict the reaction product. The product is: [F:2][C:3]1[CH:8]=[C:7]([C:9]2[CH:17]=[C:16]3[C:12]([CH:13]=[N:14][N:15]3[CH3:18])=[CH:11][CH:10]=2)[CH:6]=[C:5]([F:19])[C:4]=1[C:20]([N:22]1[CH2:23][CH2:24][N:25]([C:32]([C:29]2([OH:28])[CH2:31][CH2:30]2)=[O:33])[CH2:26][CH2:27]1)=[O:21]. (2) Given the reactants [F:1][C:2]1[CH:10]=[CH:9][CH:8]=[CH:7][C:3]=1[C:4]([OH:6])=O.[CH2:11]([N:15]1[C:23]2[N:22]=[C:21]([Cl:24])[NH:20][C:19]=2[C:18](=[O:25])[N:17]([CH2:26][CH2:27][CH2:28][CH2:29]/[C:30](=[N:33]/[H])/[NH:31]O)[C:16]1=[O:35])[CH2:12][CH2:13][CH3:14], predict the reaction product. The product is: [CH2:11]([N:15]1[C:23]2[N:22]=[C:21]([Cl:24])[NH:20][C:19]=2[C:18](=[O:25])[N:17]([CH2:26][CH2:27][CH2:28][CH2:29][C:30]2[N:31]=[C:4]([C:3]3[CH:7]=[CH:8][CH:9]=[CH:10][C:2]=3[F:1])[O:6][N:33]=2)[C:16]1=[O:35])[CH2:12][CH2:13][CH3:14]. (3) Given the reactants [C:1]([O:5][C:6]([N:8]1[CH2:13][CH2:12][N:11]([C:14](Cl)=[O:15])[CH2:10][CH2:9]1)=[O:7])([CH3:4])([CH3:3])[CH3:2].[F:17][C:18]1[CH:33]=[CH:32][C:21]([CH2:22][O:23][C:24]2[CH:29]=[CH:28][C:27]([CH2:30][SH:31])=[CH:26][CH:25]=2)=[CH:20][CH:19]=1.O, predict the reaction product. The product is: [C:1]([O:5][C:6]([N:8]1[CH2:13][CH2:12][N:11]([C:14]([S:31][CH2:30][C:27]2[CH:26]=[CH:25][C:24]([O:23][CH2:22][C:21]3[CH:32]=[CH:33][C:18]([F:17])=[CH:19][CH:20]=3)=[CH:29][CH:28]=2)=[O:15])[CH2:10][CH2:9]1)=[O:7])([CH3:4])([CH3:3])[CH3:2]. (4) Given the reactants [CH2:1]([N:3]1[CH2:8][CH2:7][N:6]([C:9]2[CH:10]=[C:11]([N:15](C)[C:16](=O)C)[CH:12]=[CH:13][CH:14]=2)[CH2:5][CH2:4]1)[CH3:2].S(=O)(=O)(O)O.[OH-].[Na+], predict the reaction product. The product is: [CH2:1]([N:3]1[CH2:4][CH2:5][N:6]([C:9]2[CH:10]=[C:11]([NH:15][CH3:16])[CH:12]=[CH:13][CH:14]=2)[CH2:7][CH2:8]1)[CH3:2].